Dataset: Full USPTO retrosynthesis dataset with 1.9M reactions from patents (1976-2016). Task: Predict the reactants needed to synthesize the given product. (1) Given the product [CH3:10][O:9][C:7]1[CH:6]=[C:5]([C:11]2[CH:15]([OH:29])[O:14][C:13](=[O:16])[C:12]=2[C:17]2[C:22]([F:23])=[CH:21][C:20]([F:24])=[CH:19][C:18]=2[F:25])[CH:4]=[C:3]([O:2][CH3:1])[CH:8]=1, predict the reactants needed to synthesize it. The reactants are: [CH3:1][O:2][C:3]1[CH:4]=[C:5]([C:11]2[CH2:15][O:14][C:13](=[O:16])[C:12]=2[C:17]2[C:22]([F:23])=[CH:21][C:20]([F:24])=[CH:19][C:18]=2[F:25])[CH:6]=[C:7]([O:9][CH3:10])[CH:8]=1.C.C(OCC)(=[O:29])C. (2) Given the product [N+:12]([C:4]1[CH:5]=[C:6]([CH:10]=[CH:11][C:3]=1[CH2:2][S:34][C:15]([C:16]1[CH:21]=[CH:20][CH:19]=[CH:18][CH:17]=1)([C:28]1[CH:29]=[CH:30][CH:31]=[CH:32][CH:33]=1)[C:22]1[CH:23]=[CH:24][CH:25]=[CH:26][CH:27]=1)[C:7]([OH:9])=[O:8])([O-:14])=[O:13], predict the reactants needed to synthesize it. The reactants are: Br[CH2:2][C:3]1[CH:11]=[CH:10][C:6]([C:7]([OH:9])=[O:8])=[CH:5][C:4]=1[N+:12]([O-:14])=[O:13].[C:15]([SH:34])([C:28]1[CH:33]=[CH:32][CH:31]=[CH:30][CH:29]=1)([C:22]1[CH:27]=[CH:26][CH:25]=[CH:24][CH:23]=1)[C:16]1[CH:21]=[CH:20][CH:19]=[CH:18][CH:17]=1.C(N(C(C)C)CC)(C)C. (3) Given the product [CH3:1][O:2][CH2:3][C@H:4]([CH3:31])[O:5][C:6]1[CH:7]=[C:8]([C:23]2[NH:27][C:26]([C:28]([NH:37][C@H:36]([C:35]([O:34][CH3:33])=[O:40])[CH2:38][OH:39])=[O:29])=[CH:25][CH:24]=2)[CH:9]=[C:10]([O:12][C:13]2[CH:14]=[N:15][C:16]([S:19]([CH3:22])(=[O:21])=[O:20])=[CH:17][CH:18]=2)[CH:11]=1, predict the reactants needed to synthesize it. The reactants are: [CH3:1][O:2][CH2:3][C@H:4]([CH3:31])[O:5][C:6]1[CH:7]=[C:8]([C:23]2[NH:27][C:26]([C:28](O)=[O:29])=[CH:25][CH:24]=2)[CH:9]=[C:10]([O:12][C:13]2[CH:14]=[N:15][C:16]([S:19]([CH3:22])(=[O:21])=[O:20])=[CH:17][CH:18]=2)[CH:11]=1.Cl.[CH3:33][O:34][C:35](=[O:40])[C@H:36]([CH2:38][OH:39])[NH2:37].C1C=CC2N(O)N=NC=2C=1.O.CN1CCOCC1.CCN=C=NCCCN(C)C.Cl. (4) Given the product [Br:17][C:14]1[CH:13]=[CH:12][C:11]([C:10]2[O:9][CH:8]=[N:7][C:6]=2[C:4]([OH:5])=[O:3])=[CH:16][CH:15]=1, predict the reactants needed to synthesize it. The reactants are: C([O:3][C:4]([C:6]1[N:7]=[CH:8][O:9][C:10]=1[C:11]1[CH:16]=[CH:15][C:14]([Br:17])=[CH:13][CH:12]=1)=[O:5])C.[OH-].[Li+].C(Cl)Cl. (5) Given the product [CH3:15][N:14]1[C:5]2[C:4]3[N:3]=[C:2]([NH:26][CH:23]4[CH2:24][CH2:25][N:20]([CH3:19])[CH2:21][CH2:22]4)[N:11]=[CH:10][C:9]=3[CH2:8][CH2:7][C:6]=2[C:12]([C:16]([NH2:18])=[O:17])=[N:13]1, predict the reactants needed to synthesize it. The reactants are: I[C:2]1[N:11]=[CH:10][C:9]2[CH2:8][CH2:7][C:6]3[C:12]([C:16]([NH2:18])=[O:17])=[N:13][N:14]([CH3:15])[C:5]=3[C:4]=2[N:3]=1.[CH3:19][N:20]1[CH2:25][CH2:24][CH:23]([NH2:26])[CH2:22][CH2:21]1. (6) Given the product [CH3:29][C:28]1[C:23]([N:20]2[CH2:21][CH2:22][N:17]([C:15]([C:5]3[CH:4]=[CH:3][C:2]([N:36]4[C:35](=[O:37])[CH2:34][CH2:33][CH:32]4[CH3:31])=[CH:7][C:6]=3[N:8]3[CH2:12][CH2:11][N:10]([CH3:13])[C:9]3=[O:14])=[O:16])[CH2:18][CH2:19]2)=[N:24][CH:25]=[C:26]([CH3:30])[CH:27]=1, predict the reactants needed to synthesize it. The reactants are: Cl[C:2]1[CH:3]=[CH:4][C:5]([C:15]([N:17]2[CH2:22][CH2:21][N:20]([C:23]3[C:28]([CH3:29])=[CH:27][C:26]([CH3:30])=[CH:25][N:24]=3)[CH2:19][CH2:18]2)=[O:16])=[C:6]([N:8]2[CH2:12][CH2:11][N:10]([CH3:13])[C:9]2=[O:14])[CH:7]=1.[CH3:31][CH:32]1[NH:36][C:35](=[O:37])[CH2:34][CH2:33]1. (7) Given the product [Cl:1][C:2]1[C:7]([Cl:8])=[CH:6][CH:5]=[CH:4][C:3]=1[N:9]1[CH2:10][CH2:11][N:12]([CH2:15][CH:16]=[O:17])[CH2:13][CH2:14]1, predict the reactants needed to synthesize it. The reactants are: [Cl:1][C:2]1[C:7]([Cl:8])=[CH:6][CH:5]=[CH:4][C:3]=1[N:9]1[CH2:14][CH2:13][N:12]([CH2:15][CH2:16][OH:17])[CH2:11][CH2:10]1.O=CCCCNC(=O)C1C=CC=CC=1. (8) Given the product [C:18]1([NH:24][C:25](=[O:26])[NH:1][C:2]2[CH:7]=[CH:6][CH:5]=[CH:4][C:3]=2[NH:8][S:9]([C:12]2[CH:17]=[CH:16][CH:15]=[CH:14][CH:13]=2)(=[O:11])=[O:10])[CH:23]=[CH:22][CH:21]=[CH:20][CH:19]=1, predict the reactants needed to synthesize it. The reactants are: [NH2:1][C:2]1[CH:7]=[CH:6][CH:5]=[CH:4][C:3]=1[NH:8][S:9]([C:12]1[CH:17]=[CH:16][CH:15]=[CH:14][CH:13]=1)(=[O:11])=[O:10].[C:18]1([N:24]=[C:25]=[O:26])[CH:23]=[CH:22][CH:21]=[CH:20][CH:19]=1.